From a dataset of Catalyst prediction with 721,799 reactions and 888 catalyst types from USPTO. Predict which catalyst facilitates the given reaction. (1) Reactant: C[N:2]([C:19](=[O:45])[C@@H:20]([CH2:35][C:36]1[CH:41]=[C:40]([Br:42])[C:39]([OH:43])=[C:38]([Br:44])[CH:37]=1)[NH:21][C:22]([NH:24][CH2:25][CH2:26][C:27]1[CH:32]=[CH:31][CH:30]=[C:29]([O:33][CH3:34])[CH:28]=1)=[O:23])[C@H:3]([C:16]([OH:18])=[O:17])[CH2:4][CH2:5][CH2:6][CH2:7][NH:8][C:9]([O:11][C:12]([CH3:15])([CH3:14])[CH3:13])=[O:10].[OH-].[Li+]. Product: [CH3:14][C:12]([CH3:15])([O:11][C:9]([NH:8][CH2:7][CH2:6][CH2:5][CH2:4][C@@H:3]([C:16]([OH:18])=[O:17])[NH:2][C:19](=[O:45])[C@@H:20]([CH2:35][C:36]1[CH:41]=[C:40]([Br:42])[C:39]([OH:43])=[C:38]([Br:44])[CH:37]=1)[NH:21][C:22]([NH:24][CH2:25][CH2:26][C:27]1[CH:32]=[CH:31][CH:30]=[C:29]([O:33][CH3:34])[CH:28]=1)=[O:23])=[O:10])[CH3:13]. The catalyst class is: 6. (2) Reactant: O=[C:2]1[CH2:7][O:6][C@H:5]([C:8]2[CH:13]=[C:12]([F:14])[C:11]([F:15])=[CH:10][C:9]=2[F:16])[C@@H:4]([NH:17]C(=O)OC(C)(C)C)[CH2:3]1.[F:25][C:26]([F:38])([F:37])[C:27]1[N:28]=[CH:29][C:30]2[CH2:36][CH2:35][NH:34][CH2:33][C:31]=2[N:32]=1.[B][B][B][B][B][B][B][B][B][B].[ClH:49]. Product: [ClH:49].[ClH:49].[F:38][C:26]([F:25])([F:37])[C:27]1[N:28]=[CH:29][C:30]2[CH2:36][CH2:35][N:34]([C@H:2]3[CH2:7][O:6][C@H:5]([C:8]4[CH:13]=[C:12]([F:14])[C:11]([F:15])=[CH:10][C:9]=4[F:16])[C@@H:4]([NH2:17])[CH2:3]3)[CH2:33][C:31]=2[N:32]=1. The catalyst class is: 5. (3) Reactant: [O:1]1[CH:5]=[CH:4][CH:3]=[C:2]1[CH2:6][O:7][CH2:8][CH2:9][CH2:10][CH2:11][CH2:12][CH2:13][CH2:14][CH2:15][CH2:16][CH2:17][CH2:18][O:19]C1CCCCO1.O.C1(C)C=CC(S(O)(=O)=O)=CC=1. Product: [O:1]1[CH:5]=[CH:4][CH:3]=[C:2]1[CH2:6][O:7][CH2:8][CH2:9][CH2:10][CH2:11][CH2:12][CH2:13][CH2:14][CH2:15][CH2:16][CH2:17][CH2:18][OH:19]. The catalyst class is: 5.